Task: Binary Classification. Given a miRNA mature sequence and a target amino acid sequence, predict their likelihood of interaction.. Dataset: Experimentally validated miRNA-target interactions with 360,000+ pairs, plus equal number of negative samples (1) The miRNA is hsa-miR-6891-5p with sequence UAAGGAGGGGGAUGAGGGG. The protein sequence of the target gene is MSQASKRKHVVQEVLGEHMVPSDHQQIVKVLRTPGNNLHEVETAQGQRFLVSMPSKYRKNIWIKRGDFLIVDPIEEGEKVKAEISFVLCKNHVRSLQKEGHWPEAFSEVAEKQNNMNRESQPELPAEPQLSGEGSSSEDDSDLFVNTNHRQYHESEEESEEDEEEEEEAA. Result: 0 (no interaction). (2) The miRNA is hsa-miR-1182 with sequence GAGGGUCUUGGGAGGGAUGUGAC. The protein sequence of the target gene is MDDSKVVGGKVKKPGKRGRKPAKIDLKAKLERSRQSARECRARKKLRYQYLEELVSSRERAICALREELEMYKQWCMAMDQGKIPSEIRALLTGEEQSKPQQNSSRHPKAGKTDANTNSLVGN. Result: 0 (no interaction). (3) The miRNA is hsa-miR-6778-5p with sequence AGUGGGAGGACAGGAGGCAGGU. The protein sequence of the target gene is MALAALMIALGSLGLHTWQAQAVPILPLGLAPDTFDDTYVGCAEEMEEKAAPLLKEEMAHHALLRESWEAAQETWEDKRRGLTLPPGFKAQNGIAIMVYTNSSNTLYWELNQAVRTGGGSRELYMRHFPFKALHFYLIRALQLLRGSGGCSRGPGEVVFRGVGSLRFEPKRLGDSVRLGQFASSSLDKAVAHRFGNATLFSLTTCFGAPIQAFSVFPKEREVLIPPHEVFLVTRFSQDGAQSLVTLWSYNQTCSHFNCAYLGGEKRRGCVSAPGALGTGDLHMTKRHLQQP. Result: 0 (no interaction).